This data is from NCI-60 drug combinations with 297,098 pairs across 59 cell lines. The task is: Regression. Given two drug SMILES strings and cell line genomic features, predict the synergy score measuring deviation from expected non-interaction effect. (1) Drug 1: CC1=C(C=C(C=C1)C(=O)NC2=CC(=CC(=C2)C(F)(F)F)N3C=C(N=C3)C)NC4=NC=CC(=N4)C5=CN=CC=C5. Drug 2: C(CN)CNCCSP(=O)(O)O. Cell line: U251. Synergy scores: CSS=-4.66, Synergy_ZIP=9.74, Synergy_Bliss=7.30, Synergy_Loewe=1.55, Synergy_HSA=-1.89. (2) Drug 1: COC1=NC(=NC2=C1N=CN2C3C(C(C(O3)CO)O)O)N. Drug 2: C1CN1C2=NC(=NC(=N2)N3CC3)N4CC4. Cell line: COLO 205. Synergy scores: CSS=45.7, Synergy_ZIP=-0.318, Synergy_Bliss=0.684, Synergy_Loewe=0.673, Synergy_HSA=3.98. (3) Drug 1: C1=CC=C(C=C1)NC(=O)CCCCCCC(=O)NO. Drug 2: C1=NNC2=C1C(=O)NC=N2. Cell line: RPMI-8226. Synergy scores: CSS=36.5, Synergy_ZIP=-3.01, Synergy_Bliss=-5.90, Synergy_Loewe=-23.6, Synergy_HSA=-1.12. (4) Drug 1: C1=CC(=CC=C1C#N)C(C2=CC=C(C=C2)C#N)N3C=NC=N3. Drug 2: CCCCC(=O)OCC(=O)C1(CC(C2=C(C1)C(=C3C(=C2O)C(=O)C4=C(C3=O)C=CC=C4OC)O)OC5CC(C(C(O5)C)O)NC(=O)C(F)(F)F)O. Cell line: A549. Synergy scores: CSS=44.4, Synergy_ZIP=0.693, Synergy_Bliss=-2.01, Synergy_Loewe=-6.47, Synergy_HSA=-4.39. (5) Drug 1: COC1=C(C=C2C(=C1)N=CN=C2NC3=CC(=C(C=C3)F)Cl)OCCCN4CCOCC4. Drug 2: CC1C(C(CC(O1)OC2CC(CC3=C2C(=C4C(=C3O)C(=O)C5=C(C4=O)C(=CC=C5)OC)O)(C(=O)C)O)N)O.Cl. Cell line: MOLT-4. Synergy scores: CSS=89.8, Synergy_ZIP=14.1, Synergy_Bliss=15.1, Synergy_Loewe=9.00, Synergy_HSA=18.2. (6) Drug 1: CC1CCC2CC(C(=CC=CC=CC(CC(C(=O)C(C(C(=CC(C(=O)CC(OC(=O)C3CCCCN3C(=O)C(=O)C1(O2)O)C(C)CC4CCC(C(C4)OC)OCCO)C)C)O)OC)C)C)C)OC. Drug 2: C(CC(=O)O)C(=O)CN.Cl. Cell line: MDA-MB-435. Synergy scores: CSS=9.76, Synergy_ZIP=0.800, Synergy_Bliss=7.02, Synergy_Loewe=-11.3, Synergy_HSA=1.99. (7) Drug 1: CCC1=CC2CC(C3=C(CN(C2)C1)C4=CC=CC=C4N3)(C5=C(C=C6C(=C5)C78CCN9C7C(C=CC9)(C(C(C8N6C)(C(=O)OC)O)OC(=O)C)CC)OC)C(=O)OC. Drug 2: CC1=C(C(=CC=C1)Cl)NC(=O)C2=CN=C(S2)NC3=CC(=NC(=N3)C)N4CCN(CC4)CCO. Cell line: HT29. Synergy scores: CSS=68.9, Synergy_ZIP=1.53, Synergy_Bliss=1.12, Synergy_Loewe=1.25, Synergy_HSA=3.76.